From a dataset of Forward reaction prediction with 1.9M reactions from USPTO patents (1976-2016). Predict the product of the given reaction. Given the reactants [CH3:1][C:2]1([CH3:16])[C:6]([CH3:8])([CH3:7])[O:5][B:4]([C:9]2[CH:14]=[CH:13][C:12]([OH:15])=[CH:11][CH:10]=2)[O:3]1.C1(P(C2C=CC=CC=2)C2C=CC=CC=2)C=CC=CC=1.O[CH:37]1[CH2:42][CH2:41][CH2:40][N:39]([C:43]([O:45][C:46]([CH3:49])([CH3:48])[CH3:47])=[O:44])[CH2:38]1.N(/C(N1CCCCC1)=O)=N\C(N1CCCCC1)=O, predict the reaction product. The product is: [C:46]([O:45][C:43]([N:39]1[CH2:40][CH2:41][CH2:42][CH:37]([O:15][C:12]2[CH:13]=[CH:14][C:9]([B:4]3[O:3][C:2]([CH3:16])([CH3:1])[C:6]([CH3:7])([CH3:8])[O:5]3)=[CH:10][CH:11]=2)[CH2:38]1)=[O:44])([CH3:49])([CH3:47])[CH3:48].